The task is: Predict which catalyst facilitates the given reaction.. This data is from Catalyst prediction with 721,799 reactions and 888 catalyst types from USPTO. (1) Reactant: [CH2:1]([O:3][C:4]1[CH:5]=[C:6]2[C:11](=[C:12]3[CH2:16][C:15]([CH3:18])([CH3:17])[O:14][C:13]=13)[C:10]([C:19]1[CH:28]=[CH:27][C:22]([C:23]([O:25][CH3:26])=[O:24])=[C:21]([NH:29][C:30](=[O:35])[C:31]([F:34])([F:33])[F:32])[CH:20]=1)=[N:9][C:8]([CH3:37])([CH3:36])[CH2:7]2)[CH3:2].C(O[K])(C)(C)C.[Cl:44][C:45]1[CH:52]=[CH:51][C:48]([CH2:49]Br)=[CH:47][CH:46]=1.C(OC(C)C)(C)C.P([O-])(O)(O)=O.[K+]. Product: [Cl:44][C:45]1[CH:52]=[CH:51][C:48]([CH2:49][N:29]([C:30](=[O:35])[C:31]([F:32])([F:33])[F:34])[C:21]2[CH:20]=[C:19]([C:10]3[C:11]4[C:6](=[CH:5][C:4]([O:3][CH2:1][CH3:2])=[C:13]5[O:14][C:15]([CH3:18])([CH3:17])[CH2:16][C:12]5=4)[CH2:7][C:8]([CH3:36])([CH3:37])[N:9]=3)[CH:28]=[CH:27][C:22]=2[C:23]([O:25][CH3:26])=[O:24])=[CH:47][CH:46]=1. The catalyst class is: 9. (2) Reactant: N1C=CC=CC=1.[F:7][C:8]1[CH:16]=[C:15]([CH3:17])[CH:14]=[CH:13][C:9]=1[C:10](Cl)=[O:11].[NH2:18][C:19]1[CH:20]=[C:21]([S:25]([NH2:28])(=[O:27])=[O:26])[CH:22]=[CH:23][CH:24]=1.ClCCl. Product: [F:7][C:8]1[CH:16]=[C:15]([CH3:17])[CH:14]=[CH:13][C:9]=1[C:10]([NH:18][C:19]1[CH:24]=[CH:23][CH:22]=[C:21]([S:25](=[O:27])(=[O:26])[NH2:28])[CH:20]=1)=[O:11]. The catalyst class is: 6. (3) Reactant: [H-].[Na+].[C:3](=[O:10])([O:7][CH2:8][CH3:9])OCC.[C:11]([C:14]1[CH:22]=[CH:21][CH:20]=[C:19]2[C:15]=1[C:16]1([C:36]3[C:27](=[CH:28][C:29]4[O:34][CH2:33][CH2:32][O:31][C:30]=4[CH:35]=3)[O:26][CH2:25]1)[C:17](=[O:24])[N:18]2[CH3:23])(=[O:13])[CH3:12].O. Product: [CH3:23][N:18]1[C:19]2[C:15](=[C:14]([C:11](=[O:13])[CH2:12][C:3]([O:7][CH2:8][CH3:9])=[O:10])[CH:22]=[CH:21][CH:20]=2)[C:16]2([C:36]3[C:27](=[CH:28][C:29]4[O:34][CH2:33][CH2:32][O:31][C:30]=4[CH:35]=3)[O:26][CH2:25]2)[C:17]1=[O:24]. The catalyst class is: 7. (4) Reactant: [OH:1][C:2]1[CH:10]=[CH:9][CH:8]=[C:7]2[C:3]=1[CH:4]=[CH:5][NH:6]2.[OH-].[K+].[CH2:13]([CH:15]1[O:17][CH2:16]1)Cl. Product: [NH:6]1[C:7]2[C:3](=[C:2]([O:1][CH2:13][CH:15]3[O:17][CH2:16]3)[CH:10]=[CH:9][CH:8]=2)[CH:4]=[CH:5]1. The catalyst class is: 16.